Dataset: Forward reaction prediction with 1.9M reactions from USPTO patents (1976-2016). Task: Predict the product of the given reaction. Given the reactants [CH3:1][CH:2]([CH3:14])[CH2:3][CH:4]([C:7]([CH2:9][Si:10]([CH3:13])([CH3:12])[CH3:11])=[CH2:8])[CH2:5][OH:6].C(N(CC)CC)C.[C:22]1([CH3:32])[CH:27]=[CH:26][C:25]([S:28](Cl)(=[O:30])=[O:29])=[CH:24][CH:23]=1.O, predict the reaction product. The product is: [CH3:32][C:22]1[CH:27]=[CH:26][C:25]([S:28]([O:6][CH2:5][CH:4]([C:7]([CH2:9][Si:10]([CH3:13])([CH3:11])[CH3:12])=[CH2:8])[CH2:3][CH:2]([CH3:14])[CH3:1])(=[O:30])=[O:29])=[CH:24][CH:23]=1.